From a dataset of Reaction yield outcomes from USPTO patents with 853,638 reactions. Predict the reaction yield, written as a fraction of the theoretical maximum amount of product (1.0 means a 100% yield; for example, 0.34 means a 34% yield). The reactants are [Cl:1][C:2]1[C:3]([CH3:40])=[C:4]([C:18]2[CH:23]=[CH:22][CH:21]=[C:20]([CH2:24][O:25][C:26]3[CH:39]=[CH:38][C:29]4[C@H:30]([CH2:33][C:34]([O:36]C)=[O:35])[CH2:31][O:32][C:28]=4[CH:27]=3)[CH:19]=2)[C:5]([CH3:17])=[C:6]([Cl:16])[C:7]=1[O:8][CH2:9][CH2:10][CH2:11][S:12]([CH3:15])(=[O:14])=[O:13].CO.[OH-].[Na+].C(O)(=O)CC(CC(O)=O)(C(O)=O)O. The catalyst is O.O1CCCC1. The product is [Cl:1][C:2]1[C:3]([CH3:40])=[C:4]([C:18]2[CH:23]=[CH:22][CH:21]=[C:20]([CH2:24][O:25][C:26]3[CH:39]=[CH:38][C:29]4[C@H:30]([CH2:33][C:34]([OH:36])=[O:35])[CH2:31][O:32][C:28]=4[CH:27]=3)[CH:19]=2)[C:5]([CH3:17])=[C:6]([Cl:16])[C:7]=1[O:8][CH2:9][CH2:10][CH2:11][S:12]([CH3:15])(=[O:14])=[O:13]. The yield is 0.860.